Dataset: Full USPTO retrosynthesis dataset with 1.9M reactions from patents (1976-2016). Task: Predict the reactants needed to synthesize the given product. (1) Given the product [F:1][C:2]([F:25])([F:26])[C:3]1[CH:24]=[CH:23][CH:22]=[CH:21][C:4]=1[O:5][CH:6]1[CH2:7][CH2:8][N:9]([C:12]2[N:17]=[N:16][C:15]([C:18]([NH2:28])=[O:20])=[CH:14][CH:13]=2)[CH2:10][CH2:11]1, predict the reactants needed to synthesize it. The reactants are: [F:1][C:2]([F:26])([F:25])[C:3]1[CH:24]=[CH:23][CH:22]=[CH:21][C:4]=1[O:5][CH:6]1[CH2:11][CH2:10][N:9]([C:12]2[N:17]=[N:16][C:15]([C:18]([OH:20])=O)=[CH:14][CH:13]=2)[CH2:8][CH2:7]1.C[N:28](C(ON1N=NC2C=CC=NC1=2)=[N+](C)C)C.F[P-](F)(F)(F)(F)F.C1C=CC2N(O)N=NC=2C=1.[Cl-].[NH4+].C(N(CC)CC)C.C([O-])(O)=O.[Na+]. (2) Given the product [F:23][CH:2]([F:1])[C:3]([NH:5][CH2:6][CH2:7][C:8]1[C:16]2[C:11](=[CH:12][CH:13]=[C:14]([OH:17])[CH:15]=2)[NH:10][C:9]=1[C:19]([NH:21][CH3:22])=[O:20])=[O:4], predict the reactants needed to synthesize it. The reactants are: [F:1][CH:2]([F:23])[C:3]([NH:5][CH2:6][CH2:7][C:8]1[C:16]2[C:11](=[CH:12][CH:13]=[C:14]([O:17]C)[CH:15]=2)[NH:10][C:9]=1[C:19]([NH:21][CH3:22])=[O:20])=[O:4].ClCCl.B(Br)(Br)Br. (3) The reactants are: [C:1]([C:3]1[N:4]([CH3:24])[C:5]([C:14]2[S:15][C:16]3[N:17]=[CH:18][N:19]=[C:20]([NH2:23])[C:21]=3[N:22]=2)=[C:6]([C:8]2[CH:13]=[CH:12][CH:11]=[CH:10][CH:9]=2)[N:7]=1)#[CH:2]. Given the product [CH2:1]([C:3]1[N:4]([CH3:24])[C:5]([C:14]2[S:15][C:16]3[N:17]=[CH:18][N:19]=[C:20]([NH2:23])[C:21]=3[N:22]=2)=[C:6]([C:8]2[CH:9]=[CH:10][CH:11]=[CH:12][CH:13]=2)[N:7]=1)[CH3:2], predict the reactants needed to synthesize it. (4) Given the product [CH2:10]([O:17][C:18]1[CH:27]=[CH:26][CH:25]=[C:24]2[C:19]=1[CH2:20][CH2:21][CH2:22][CH:23]2[C:28]([N:30]([CH2:31][C:32]1[CH:33]=[N:34][N:35]([CH2:8][CH2:7][O:6][CH2:5][CH2:4][O:3][CH3:1])[CH:36]=1)[C:37]1[CH:38]=[N:39][C:40]([CH:43]([CH3:45])[CH3:44])=[CH:41][CH:42]=1)=[O:29])[C:11]1[CH:12]=[CH:13][CH:14]=[CH:15][CH:16]=1, predict the reactants needed to synthesize it. The reactants are: [CH2:1]([O:3][CH2:4][CH2:5][O:6][CH2:7][CH2:8]O)C.[CH2:10]([O:17][C:18]1[CH:27]=[CH:26][CH:25]=[C:24]2[C:19]=1[CH2:20][CH2:21][CH2:22][CH:23]2[C:28]([N:30]([C:37]1[CH:38]=[N:39][C:40]([CH:43]([CH3:45])[CH3:44])=[CH:41][CH:42]=1)[CH2:31][C:32]1[CH:33]=[N:34][NH:35][CH:36]=1)=[O:29])[C:11]1[CH:16]=[CH:15][CH:14]=[CH:13][CH:12]=1. (5) Given the product [CH2:4]([O:6][C:7](=[O:12])[CH2:8][C:9]([C@@H:23]1[CH2:22][CH2:21][N:20]([C:28]([O:30][CH3:31])=[O:29])[C@@H:19]([CH2:18][C:17]2[CH:32]=[CH:33][C:34]([C:35]([F:38])([F:36])[F:37])=[C:15]([F:14])[CH:16]=2)[CH2:24]1)=[O:11])[CH3:5].[CH2:4]([O:6][C:7](=[O:12])[CH2:8][C:9]([C@H:23]1[CH2:22][CH2:21][N:20]([C:28]([O:30][CH3:31])=[O:29])[C@@H:19]([CH2:18][C:17]2[CH:32]=[CH:33][C:34]([C:35]([F:38])([F:37])[F:36])=[C:15]([F:14])[CH:16]=2)[CH2:24]1)=[O:10])[CH3:5], predict the reactants needed to synthesize it. The reactants are: [Cl-].[Mg+2].[Cl-].[CH2:4]([O:6][C:7](=[O:12])[CH2:8][C:9]([O-:11])=[O:10])[CH3:5].[K+].[F:14][C:15]1[CH:16]=[C:17]([CH:32]=[CH:33][C:34]=1[C:35]([F:38])([F:37])[F:36])[CH2:18][CH:19]1[CH2:24][CH:23](C(O)=O)[CH2:22][CH2:21][N:20]1[C:28]([O:30][CH3:31])=[O:29].N1(C(N2C=CN=C2)=O)C=CN=C1.Cl. (6) Given the product [CH3:21][O:20][C:6]1[C:5]2[CH2:4][N:3]([C:23]3[CH:28]=[CH:27][C:26]([CH2:29][C:30]([O:32][CH2:33][CH3:34])=[O:31])=[CH:25][CH:24]=3)[C:2](=[O:1])[C:10]=2[C:9]([O:11][CH:12]([CH3:15])[CH2:13][CH3:14])=[C:8]2[CH:16]=[CH:17][CH:18]=[CH:19][C:7]=12, predict the reactants needed to synthesize it. The reactants are: [OH:1][CH:2]1[C:10]2[C:9]([O:11][CH:12]([CH3:15])[CH2:13][CH3:14])=[C:8]3[CH:16]=[CH:17][CH:18]=[CH:19][C:7]3=[C:6]([O:20][CH3:21])[C:5]=2[C:4](=O)[N:3]1[C:23]1[CH:28]=[CH:27][C:26]([CH2:29][C:30]([O:32][CH2:33][CH3:34])=[O:31])=[CH:25][CH:24]=1.OC1C2C(OC)=C3C=CC=CC3=C(OC(C)CC)C=2C(=O)N1C1C=CC(CC(OCC)=O)=CC=1.C([SiH](CC)CC)C. (7) Given the product [Cl:29][C:5]1[CH:4]=[CH:3][C:2]([NH:1][CH2:41][C:42]2[CH:43]=[N:44][CH:45]=[CH:46][CH:47]=2)=[CH:7][C:6]=1[C:8]1[CH:13]=[CH:12][N:11]=[C:10]2[NH:14][C:15]([C:17]3[CH2:18][N:19]([C:22]([O:24][C:25]([CH3:26])([CH3:28])[CH3:27])=[O:23])[CH2:20][CH:21]=3)=[CH:16][C:9]=12, predict the reactants needed to synthesize it. The reactants are: [NH2:1][C:2]1[CH:3]=[CH:4][C:5]([Cl:29])=[C:6]([C:8]2[CH:13]=[CH:12][N:11]=[C:10]3[NH:14][C:15]([C:17]4[CH2:18][N:19]([C:22]([O:24][C:25]([CH3:28])([CH3:27])[CH3:26])=[O:23])[CH2:20][CH:21]=4)=[CH:16][C:9]=23)[CH:7]=1.C(N(CC)CC)C.C(O)(=O)C.[CH:41](=O)[C:42]1[CH:47]=[CH:46][CH:45]=[N:44][CH:43]=1.C([BH3-])#N. (8) Given the product [CH:25]1([NH:24][C:22](=[O:23])[CH2:21][CH:18]2[C:14]3[CH:15]=[N:16][CH:17]=[C:12]([C:4]4[CH:5]=[CH:6][C:7]([C:8]([F:11])([F:9])[F:10])=[C:2]([F:1])[CH:3]=4)[C:13]=3[CH2:20][CH2:19]2)[CH2:27][CH2:26]1, predict the reactants needed to synthesize it. The reactants are: [F:1][C:2]1[CH:3]=[C:4]([C:12]2[C:13]3[CH2:20][CH2:19][CH:18]([CH2:21][C:22]([NH:24][CH3:25])=[O:23])[C:14]=3[CH:15]=[N:16][CH:17]=2)[CH:5]=[CH:6][C:7]=1[C:8]([F:11])([F:10])[F:9].[CH:26]1(N)C[CH2:27]1. (9) Given the product [CH2:3]([N:10]([CH2:11][C@H:12]1[CH2:17][N:16]([C:18]2[CH:23]=[CH:22][C:21]([O:24][CH3:25])=[C:20]([O:26][CH:27]3[CH2:31][CH2:30][CH2:29][CH2:28]3)[CH:19]=2)[CH2:15][CH2:14][N:13]1[C:40](=[O:42])[CH3:41])[CH3:32])[C:4]1[CH:5]=[CH:6][CH:7]=[CH:8][CH:9]=1, predict the reactants needed to synthesize it. The reactants are: Cl.Cl.[CH2:3]([N:10]([CH3:32])[CH2:11][C@H:12]1[CH2:17][N:16]([C:18]2[CH:23]=[CH:22][C:21]([O:24][CH3:25])=[C:20]([O:26][CH:27]3[CH2:31][CH2:30][CH2:29][CH2:28]3)[CH:19]=2)[CH2:15][CH2:14][NH:13]1)[C:4]1[CH:9]=[CH:8][CH:7]=[CH:6][CH:5]=1.C(N(CC)CC)C.[C:40](Cl)(=[O:42])[CH3:41].C([O-])(O)=O.[Na+].